Dataset: NCI-60 drug combinations with 297,098 pairs across 59 cell lines. Task: Regression. Given two drug SMILES strings and cell line genomic features, predict the synergy score measuring deviation from expected non-interaction effect. Drug 1: CC1=CC2C(CCC3(C2CCC3(C(=O)C)OC(=O)C)C)C4(C1=CC(=O)CC4)C. Drug 2: C1=NNC2=C1C(=O)NC=N2. Cell line: HT29. Synergy scores: CSS=3.47, Synergy_ZIP=0.669, Synergy_Bliss=5.45, Synergy_Loewe=0.00181, Synergy_HSA=1.08.